This data is from Full USPTO retrosynthesis dataset with 1.9M reactions from patents (1976-2016). The task is: Predict the reactants needed to synthesize the given product. (1) Given the product [Cl:34][C:32]1[CH:31]=[CH:30][C:28]2[N:29]=[C:25]([NH:1][C:2]3[CH:7]=[CH:6][C:5]([C:8]4[CH:13]=[CH:12][C:11]([C:14]([C@@H:16]5[CH2:19][CH2:18][C@H:17]5[C:20]([OH:22])=[O:21])=[O:15])=[CH:10][CH:9]=4)=[CH:4][CH:3]=3)[S:26][C:27]=2[CH:33]=1, predict the reactants needed to synthesize it. The reactants are: [NH2:1][C:2]1[CH:7]=[CH:6][C:5]([C:8]2[CH:13]=[CH:12][C:11]([C:14]([C@@H:16]3[CH2:19][CH2:18][C@H:17]3[C:20]([O:22]C)=[O:21])=[O:15])=[CH:10][CH:9]=2)=[CH:4][CH:3]=1.Cl[C:25]1[S:26][C:27]2[CH:33]=[C:32]([Cl:34])[CH:31]=[CH:30][C:28]=2[N:29]=1.[OH-].[Na+]. (2) Given the product [CH3:20][O:19][C:9]1[CH:10]=[C:11]([N+:16]([O-:18])=[O:17])[C:12]([O:14][CH3:15])=[CH:13][C:8]=1[N:24]1[CH2:25][CH2:26][N:21]([C:27](=[O:29])[CH3:28])[CH2:22][CH2:23]1, predict the reactants needed to synthesize it. The reactants are: C(=O)([O-])[O-].[K+].[K+].Cl[C:8]1[CH:13]=[C:12]([O:14][CH3:15])[C:11]([N+:16]([O-:18])=[O:17])=[CH:10][C:9]=1[O:19][CH3:20].[N:21]1([C:27](=[O:29])[CH3:28])[CH2:26][CH2:25][NH:24][CH2:23][CH2:22]1. (3) Given the product [Cl:1][C:2]1[C:3]2[N:21]=[C:20]([N:22]3[CH2:27][CH2:26][O:25][C@@H:24]4[CH2:28][CH2:29][CH2:30][C@@H:23]34)[N:19]([CH2:31][C@H:32]3[CH2:33][CH2:34][C@H:35]([CH3:38])[CH2:36][CH2:37]3)[C:4]=2[C:5]([C:12]2[CH:13]=[N:14][CH:15]=[C:16]([Cl:18])[CH:17]=2)=[N:6][C:7]=1[C:8]1[NH:9][C:39](=[O:40])[O:11][N:10]=1, predict the reactants needed to synthesize it. The reactants are: [Cl:1][C:2]1[C:3]2[N:21]=[C:20]([N:22]3[CH2:27][CH2:26][O:25][C@@H:24]4[CH2:28][CH2:29][CH2:30][C@@H:23]34)[N:19]([CH2:31][C@H:32]3[CH2:37][CH2:36][C@H:35]([CH3:38])[CH2:34][CH2:33]3)[C:4]=2[C:5]([C:12]2[CH:13]=[N:14][CH:15]=[C:16]([Cl:18])[CH:17]=2)=[N:6][C:7]=1[C:8](=[N:10][OH:11])[NH2:9].[C:39](N1C=CN=C1)(N1C=CN=C1)=[O:40].N12CCCN=C1CCCCC2. (4) Given the product [NH:23]1[CH:2]=[CH:5][C:8]([C:7]([O:11][CH3:12])=[O:10])=[CH:9]1, predict the reactants needed to synthesize it. The reactants are: C[C:2]([CH3:5])([O-])C.[K+].[C:7]([O:11][CH3:12])(=[O:10])[CH:8]=[CH2:9].C1(C)C(S(C[N+:23]#[C-])(=O)=O)=CC=CC=1. (5) Given the product [F:13][C:14]1[CH:15]=[C:16]([NH:22][C:10](=[NH:11])[CH2:9][C:8]([C:5]2[CH:6]=[CH:7][C:2]([F:1])=[CH:3][CH:4]=2)=[O:12])[CH:17]=[CH:18][C:19]=1[O:20][CH3:21], predict the reactants needed to synthesize it. The reactants are: [F:1][C:2]1[CH:7]=[CH:6][C:5]([C:8](=[O:12])[CH2:9][C:10]#[N:11])=[CH:4][CH:3]=1.[F:13][C:14]1[CH:15]=[C:16]([NH2:22])[CH:17]=[CH:18][C:19]=1[O:20][CH3:21]. (6) Given the product [CH:1]([N:4]1[C:8](=[S:38])[C:7]([NH:10][CH2:11][CH2:12][CH2:13][CH2:14][C:15]2[CH:20]=[CH:19][CH:18]=[CH:17][CH:16]=2)=[C:6]([C:21]2[CH:26]=[CH:25][CH:24]=[CH:23][CH:22]=2)[S:5]1(=[O:28])=[O:27])([CH3:3])[CH3:2], predict the reactants needed to synthesize it. The reactants are: [CH:1]([N:4]1[C:8](=O)[C:7]([NH:10][CH2:11][CH2:12][CH2:13][CH2:14][C:15]2[CH:20]=[CH:19][CH:18]=[CH:17][CH:16]=2)=[C:6]([C:21]2[CH:26]=[CH:25][CH:24]=[CH:23][CH:22]=2)[S:5]1(=[O:28])=[O:27])([CH3:3])[CH3:2].COC1C=CC(P2(=S)SP(=S)(C3C=CC(OC)=CC=3)[S:38]2)=CC=1.